This data is from Peptide-MHC class I binding affinity with 185,985 pairs from IEDB/IMGT. The task is: Regression. Given a peptide amino acid sequence and an MHC pseudo amino acid sequence, predict their binding affinity value. This is MHC class I binding data. (1) The peptide sequence is SDHLISEIL. The MHC is HLA-B40:02 with pseudo-sequence HLA-B40:02. The binding affinity (normalized) is 0.591. (2) The peptide sequence is DKNKWRMLIDF. The MHC is Mamu-B17 with pseudo-sequence Mamu-B17. The binding affinity (normalized) is 0. (3) The peptide sequence is SRWRIRSGL. The MHC is HLA-A68:02 with pseudo-sequence HLA-A68:02. The binding affinity (normalized) is 0.0847. (4) The binding affinity (normalized) is 0.0847. The peptide sequence is MSRKLHRYI. The MHC is HLA-A29:02 with pseudo-sequence HLA-A29:02. (5) The peptide sequence is FVFPLNSKVK. The MHC is HLA-A31:01 with pseudo-sequence HLA-A31:01. The binding affinity (normalized) is 0.126. (6) The peptide sequence is ETEQPTLDY. The MHC is HLA-B07:02 with pseudo-sequence HLA-B07:02. The binding affinity (normalized) is 0.0847.